From a dataset of Full USPTO retrosynthesis dataset with 1.9M reactions from patents (1976-2016). Predict the reactants needed to synthesize the given product. (1) Given the product [Br:1][C:2]1[CH:7]=[CH:6][C:5]([O:8][C:21]2[CH:22]=[CH:23][C:24]([S:35]([CH3:37])(=[O:29])=[O:36])=[CH:25][CH:26]=2)=[CH:4][N:3]=1, predict the reactants needed to synthesize it. The reactants are: [Br:1][C:2]1[CH:7]=[CH:6][C:5]([OH:8])=[CH:4][N:3]=1.F[C:21]1[CH:26]=[CH:25][C:24](CS(C[C:21]2[CH:26]=[CH:25][C:24](F)=[CH:23][CH:22]=2)(=O)=O)=[CH:23][CH:22]=1.C([O-])([O-])=[O:29].[K+].[K+].C[S:35]([CH3:37])=[O:36]. (2) Given the product [C:12]([O:11][C:9](=[O:10])[NH:34][C:31]1([CH3:33])[CH2:32][N:29]([CH:16]([C:17]2[CH:22]=[CH:21][CH:20]=[CH:19][CH:18]=2)[C:23]2[CH:28]=[CH:27][CH:26]=[CH:25][CH:24]=2)[CH2:30]1)([CH3:13])([CH3:14])[CH3:15], predict the reactants needed to synthesize it. The reactants are: [C:9](O[C:9]([O:11][C:12]([CH3:15])([CH3:14])[CH3:13])=[O:10])([O:11][C:12]([CH3:15])([CH3:14])[CH3:13])=[O:10].[CH:16]([N:29]1[CH2:32][C:31]([NH2:34])([CH3:33])[CH2:30]1)([C:23]1[CH:28]=[CH:27][CH:26]=[CH:25][CH:24]=1)[C:17]1[CH:22]=[CH:21][CH:20]=[CH:19][CH:18]=1. (3) Given the product [CH3:25][C@H:21]1[O:22][C@@H:23]([CH3:24])[CH:15]2[C:6]3([CH2:5][C:4]4[C:17]([N:16]2[CH2:20]1)=[CH:18][CH:19]=[C:2]([C:34]#[C:33][C:35]1[CH:40]=[CH:39][CH:38]=[CH:37][N:36]=1)[CH:3]=4)[C:7](=[O:14])[NH:8][C:9](=[O:13])[NH:10][C:11]3=[O:12], predict the reactants needed to synthesize it. The reactants are: I[C:2]1[CH:3]=[C:4]2[C:17](=[CH:18][CH:19]=1)[N:16]1[CH2:20][C@@H:21]([CH3:25])[O:22][C@@H:23]([CH3:24])[C@@H:15]1[C:6]1([C:11](=[O:12])[NH:10][C:9](=[O:13])[NH:8][C:7]1=[O:14])[CH2:5]2.CCN(CC)CC.[C:33]([C:35]1[CH:40]=[CH:39][CH:38]=[CH:37][N:36]=1)#[CH:34]. (4) Given the product [C:13]([O:26][C:25]([N:6]([C:10]([O:12][C:13]([CH3:16])([CH3:15])[CH3:14])=[O:11])[C:5]1[CH:7]=[CH:8][C:2]([Br:1])=[CH:3][C:4]=1[Cl:9])=[O:28])([CH3:16])([CH3:15])[CH3:14], predict the reactants needed to synthesize it. The reactants are: [Br:1][C:2]1[CH:8]=[CH:7][C:5]([NH2:6])=[C:4]([Cl:9])[CH:3]=1.[C:10](O[C:10]([O:12][C:13]([CH3:16])([CH3:15])[CH3:14])=[O:11])([O:12][C:13]([CH3:16])([CH3:15])[CH3:14])=[O:11].[C:25](=[O:28])([O-])[O-:26].[K+].[K+].O.